From a dataset of Forward reaction prediction with 1.9M reactions from USPTO patents (1976-2016). Predict the product of the given reaction. (1) Given the reactants [CH2:1]([N:8]([CH2:14][C:15]1[CH:16]=[C:17]([CH:22]=[CH:23][C:24]=1B1OC(C)(C)C(C)(C)O1)[C:18]([NH:20][CH3:21])=[O:19])[C:9]([CH:11]1[CH2:13][CH2:12]1)=[O:10])[C:2]1[CH:7]=[CH:6][CH:5]=[CH:4][CH:3]=1.[CH2:34]([O:36][C:37](=[O:46])[CH2:38][C:39]1[CH:40]=[N:41][CH:42]=[C:43](Br)[CH:44]=1)[CH3:35], predict the reaction product. The product is: [CH2:34]([O:36][C:37](=[O:46])[CH2:38][C:39]1[CH:40]=[N:41][CH:42]=[C:43]([C:24]2[CH:23]=[CH:22][C:17]([C:18](=[O:19])[NH:20][CH3:21])=[CH:16][C:15]=2[CH2:14][N:8]([CH2:1][C:2]2[CH:3]=[CH:4][CH:5]=[CH:6][CH:7]=2)[C:9]([CH:11]2[CH2:13][CH2:12]2)=[O:10])[CH:44]=1)[CH3:35]. (2) Given the reactants [CH3:1][C:2]1[C:3]([N:9]2[CH2:14][CH2:13][NH:12][CH2:11][CH2:10]2)=[N:4][CH:5]=[C:6]([CH3:8])[CH:7]=1.[Br:15][C:16]1[CH:24]=[CH:23][C:19]([C:20](O)=[O:21])=[CH:18][C:17]=1[F:25].ON1C2C=CC=CC=2N=N1.Cl.C(N=C=NCCCN(C)C)C, predict the reaction product. The product is: [Br:15][C:16]1[CH:24]=[CH:23][C:19]([C:20]([N:12]2[CH2:11][CH2:10][N:9]([C:3]3[C:2]([CH3:1])=[CH:7][C:6]([CH3:8])=[CH:5][N:4]=3)[CH2:14][CH2:13]2)=[O:21])=[CH:18][C:17]=1[F:25].